This data is from Merck oncology drug combination screen with 23,052 pairs across 39 cell lines. The task is: Regression. Given two drug SMILES strings and cell line genomic features, predict the synergy score measuring deviation from expected non-interaction effect. (1) Drug 1: O=C(NOCC(O)CO)c1ccc(F)c(F)c1Nc1ccc(I)cc1F. Drug 2: CCC1(O)C(=O)OCc2c1cc1n(c2=O)Cc2cc3c(CN(C)C)c(O)ccc3nc2-1. Cell line: NCIH1650. Synergy scores: synergy=2.99. (2) Drug 1: COC12C(COC(N)=O)C3=C(C(=O)C(C)=C(N)C3=O)N1CC1NC12. Drug 2: Cn1cc(-c2cnn3c(N)c(Br)c(C4CCCNC4)nc23)cn1. Cell line: HT29. Synergy scores: synergy=49.2. (3) Drug 1: CS(=O)(=O)CCNCc1ccc(-c2ccc3ncnc(Nc4ccc(OCc5cccc(F)c5)c(Cl)c4)c3c2)o1. Drug 2: CC1(c2nc3c(C(N)=O)cccc3[nH]2)CCCN1. Cell line: KPL1. Synergy scores: synergy=8.20. (4) Drug 1: C#Cc1cccc(Nc2ncnc3cc(OCCOC)c(OCCOC)cc23)c1. Drug 2: CCc1cnn2c(NCc3ccc[n+]([O-])c3)cc(N3CCCCC3CCO)nc12. Cell line: SKMEL30. Synergy scores: synergy=4.16. (5) Drug 2: CCc1c2c(nc3ccc(O)cc13)-c1cc3c(c(=O)n1C2)COC(=O)C3(O)CC. Cell line: RKO. Drug 1: O=C(O)C1(Cc2cccc(Nc3nccs3)n2)CCC(Oc2cccc(Cl)c2F)CC1. Synergy scores: synergy=-0.533.